From a dataset of Forward reaction prediction with 1.9M reactions from USPTO patents (1976-2016). Predict the product of the given reaction. Given the reactants C1(P(C2CCCCC2)C2(C(C)C)CC(C(C)C)=CC(C(C)C)=C2C2C=CC=CC=2)CCCCC1.Br[C:36]1[CH:44]=[CH:43][CH:42]=[C:41]2[C:37]=1[CH:38]=[N:39][NH:40]2.[CH3:45][C:46]1[N:51]=[C:50]([N:52]2[C:56]([NH2:57])=[CH:55][CH:54]=[N:53]2)[CH:49]=[C:48]([S:58][CH3:59])[N:47]=1.C(=O)([O-])[O-].[Cs+].[Cs+], predict the reaction product. The product is: [CH3:45][C:46]1[N:51]=[C:50]([N:52]2[C:56]([NH:57][C:36]3[C:37]4[CH:38]=[N:39][NH:40][C:41]=4[CH:42]=[CH:43][CH:44]=3)=[CH:55][CH:54]=[N:53]2)[CH:49]=[C:48]([S:58][CH3:59])[N:47]=1.